The task is: Predict the product of the given reaction.. This data is from Forward reaction prediction with 1.9M reactions from USPTO patents (1976-2016). Given the reactants Br[C:2]1[CH:3]=[C:4]([CH:8]2[N:12]([C:13]3[CH:18]=[CH:17][C:16]([F:19])=[CH:15][C:14]=3[F:20])[N:11]=[C:10]([C:21]([F:27])([F:26])[C:22]([F:25])([F:24])[F:23])[CH2:9]2)[CH:5]=[CH:6][CH:7]=1.[NH:28]1[CH2:33][CH2:32][O:31][CH2:30][CH2:29]1.C1C=CC(P(C2C(C3C(P(C4C=CC=CC=4)C4C=CC=CC=4)=CC=C4C=3C=CC=C4)=C3C(C=CC=C3)=CC=2)C2C=CC=CC=2)=CC=1.CC(C)([O-])C.[Na+], predict the reaction product. The product is: [F:20][C:14]1[CH:15]=[C:16]([F:19])[CH:17]=[CH:18][C:13]=1[N:12]1[CH:8]([C:4]2[CH:5]=[CH:6][CH:7]=[C:2]([N:28]3[CH2:33][CH2:32][O:31][CH2:30][CH2:29]3)[CH:3]=2)[CH2:9][C:10]([C:21]([F:27])([F:26])[C:22]([F:25])([F:24])[F:23])=[N:11]1.